Dataset: Reaction yield outcomes from USPTO patents with 853,638 reactions. Task: Predict the reaction yield, written as a fraction of the theoretical maximum amount of product (1.0 means a 100% yield; for example, 0.34 means a 34% yield). (1) The reactants are Br[CH2:2][C:3]1[CH:4]=[C:5]([O:10][CH3:11])[CH:6]=[C:7]([CH3:9])[CH:8]=1.[C-]#N.[Na+].[C-]#N.C[C:18]#[N:19]. The catalyst is CS(C)=O. The product is [CH3:11][O:10][C:5]1[CH:4]=[C:3]([CH2:2][C:18]#[N:19])[CH:8]=[C:7]([CH3:9])[CH:6]=1. The yield is 0.700. (2) The reactants are [Cl:1][C:2]([F:11])([F:10])[C:3](=O)/[CH:4]=[CH:5]/OCC.C[N:13](C)[CH:14]=[CH:15][C:16]#[N:17].C([O-])(=O)C.[NH4+].O. The catalyst is C1(C)C=CC=CC=1. The product is [Cl:1][C:2]([F:10])([F:11])[C:3]1[CH:4]=[CH:5][C:15]([C:16]#[N:17])=[CH:14][N:13]=1. The yield is 0.410. (3) The reactants are [CH3:1][C:2]([O:5][C:6]([NH:8][C@@H:9]([CH2:14][C:15]#[CH:16])[C:10]([O:12][CH3:13])=[O:11])=[O:7])([CH3:4])[CH3:3].I[C:18]1[CH:23]=[CH:22][C:21]([Br:24])=[CH:20][CH:19]=1.C(NCC)C.C(OCC)(=O)C. The catalyst is C(OCC)C.[Cu]I.Cl[Pd](Cl)([P](C1C=CC=CC=1)(C1C=CC=CC=1)C1C=CC=CC=1)[P](C1C=CC=CC=1)(C1C=CC=CC=1)C1C=CC=CC=1. The product is [Br:24][C:21]1[CH:22]=[CH:23][C:18]([C:16]#[C:15][CH2:14][C@H:9]([NH:8][C:6]([O:5][C:2]([CH3:1])([CH3:3])[CH3:4])=[O:7])[C:10]([O:12][CH3:13])=[O:11])=[CH:19][CH:20]=1. The yield is 0.690. (4) The reactants are [CH3:1][N:2]1[C:6]2[CH:7]=[CH:8][CH:9]=[CH:10][C:5]=2[O:4][C:3]1=[O:11].[S:12]([Cl:16])(=O)(=[O:14])[OH:13]. The catalyst is [Cl-].[Na+].O. The product is [CH3:1][N:2]1[C:6]2[CH:7]=[CH:8][C:9]([S:12]([Cl:16])(=[O:14])=[O:13])=[CH:10][C:5]=2[O:4][C:3]1=[O:11]. The yield is 0.460. (5) The reactants are C[Si]([C:5]#[C:6][C:7]1[S:11][C:10]([NH:12][C:13](=[O:19])[O:14][C:15]([CH3:18])([CH3:17])[CH3:16])=[N:9][CH:8]=1)(C)C.[OH-].[K+].CO. The catalyst is C1COCC1. The product is [C:6]([C:7]1[S:11][C:10]([NH:12][C:13](=[O:19])[O:14][C:15]([CH3:17])([CH3:16])[CH3:18])=[N:9][CH:8]=1)#[CH:5]. The yield is 0.960.